This data is from Reaction yield outcomes from USPTO patents with 853,638 reactions. The task is: Predict the reaction yield, written as a fraction of the theoretical maximum amount of product (1.0 means a 100% yield; for example, 0.34 means a 34% yield). The reactants are [Cl:1][C:2]1[N:7]=[C:6]([F:8])[C:5]2[O:9][C:10]3[C:15]([C@@:16]4([CH2:21][CH2:20][O:19][C:18]([NH2:22])=[N:17]4)[C:4]=2[CH:3]=1)=[CH:14][C:13]([NH2:23])=[CH:12][CH:11]=3.[Cl:24][C:25]1[CH:26]=[CH:27][C:28]([C:31](O)=[O:32])=[N:29][CH:30]=1.[Cl-].COC1N=C(OC)N=C([N+]2(C)CCOCC2)N=1. No catalyst specified. The product is [NH2:22][C:18]1[O:19][CH2:20][CH2:21][C@:16]2([C:4]3[CH:3]=[C:2]([Cl:1])[N:7]=[C:6]([F:8])[C:5]=3[O:9][C:10]3[C:15]2=[CH:14][C:13]([NH:23][C:31](=[O:32])[C:28]2[CH:27]=[CH:26][C:25]([Cl:24])=[CH:30][N:29]=2)=[CH:12][CH:11]=3)[N:17]=1. The yield is 0.379.